This data is from Catalyst prediction with 721,799 reactions and 888 catalyst types from USPTO. The task is: Predict which catalyst facilitates the given reaction. (1) Reactant: [C:1]([C:5]1[N:14]=[CH:13][C:12]2[CH2:11][CH2:10][C@H:9]3[C@H:15]([CH3:22])[C:16](=[O:21])[CH:17]([C:19]#[N:20])[CH2:18][C@:8]3([C:23]3[CH:28]=[CH:27][CH:26]=[CH:25][CH:24]=3)[C:7]=2[N:6]=1)([CH3:4])([CH3:3])[CH3:2].BrN1C(C)(C)C(=O)N(Br)C1=O.N1C=CC=CC=1. Product: [C:1]([C:5]1[N:14]=[CH:13][C:12]2[CH2:11][CH2:10][C@H:9]3[C@H:15]([CH3:22])[C:16](=[O:21])[C:17]([C:19]#[N:20])=[CH:18][C@:8]3([C:23]3[CH:24]=[CH:25][CH:26]=[CH:27][CH:28]=3)[C:7]=2[N:6]=1)([CH3:2])([CH3:3])[CH3:4]. The catalyst class is: 35. (2) Reactant: F[C:2]1[C:7]2[C:8](=[O:16])[C:9]3[S:15][CH:14]=[CH:13][C:10]=3[CH2:11][S:12][C:6]=2[CH:5]=[CH:4][CH:3]=1.Cl.[CH2:18]([O:20][C:21](=[O:24])[CH2:22][NH2:23])[CH3:19].C(N(CC)CC)C.O. Product: [CH2:18]([O:20][C:21]([CH2:22][NH:23][C:2]1[C:7]2[C:8](=[O:16])[C:9]3[S:15][CH:14]=[CH:13][C:10]=3[CH2:11][S:12][C:6]=2[CH:5]=[CH:4][CH:3]=1)=[O:24])[CH3:19]. The catalyst class is: 435. (3) Reactant: [CH2:1]([NH:6][C:7]([C@:9]([NH:19][C:20](=[O:29])[O:21]CC1C=CN=CC=1)([CH3:18])[CH2:10][C:11]1[CH:16]=[CH:15][C:14]([OH:17])=[CH:13][CH:12]=1)=[O:8])[CH2:2][CH:3]([CH3:5])[CH3:4].[ClH:30].CCO[CH2:34][CH3:35]. Product: [ClH:30].[N:6]1[CH:7]=[CH:9][C:34]([CH2:35][N:19]([C@:9]([CH2:10][C:11]2[CH:12]=[CH:13][C:14]([OH:17])=[CH:15][CH:16]=2)([CH3:18])[C:7]([NH:6][CH2:1][CH2:2][CH:3]([CH3:4])[CH3:5])=[O:8])[C:20](=[O:29])[OH:21])=[CH:2][CH:1]=1. The catalyst class is: 61. (4) Reactant: [Cl:1][C:2]1[C:10]2[C:9]([CH3:11])=[CH:8][C:7](=[O:12])[NH:6][C:5]=2[N:4]([CH3:13])[N:3]=1.CCN(C(C)C)C(C)C.Br[CH2:24][C:25]([O:27][CH2:28][CH3:29])=[O:26]. Product: [Cl:1][C:2]1[C:10]2[C:5](=[N:6][C:7]([O:12][CH2:24][C:25]([O:27][CH2:28][CH3:29])=[O:26])=[CH:8][C:9]=2[CH3:11])[N:4]([CH3:13])[N:3]=1. The catalyst class is: 3. (5) Reactant: [CH3:1][C:2]1[N:3]=[C:4]2[C:9]([C:10](=[O:13])[CH2:11][CH3:12])=[CH:8][C:7]([CH3:14])=[N:6][N:5]2[C:15]=1[C:16]1[S:17][C:18]([C:22]2[CH:27]=[CH:26][CH:25]=[C:24]([CH3:28])[N:23]=2)=[CH:19][C:20]=1[CH3:21].[CH3:29][CH2:30]OCC.C([Mg]Br)C. Product: [CH3:1][C:2]1[N:3]=[C:4]2[C:9]([C:10]([OH:13])([CH2:29][CH3:30])[CH2:11][CH3:12])=[CH:8][C:7]([CH3:14])=[N:6][N:5]2[C:15]=1[C:16]1[S:17][C:18]([C:22]2[CH:27]=[CH:26][CH:25]=[C:24]([CH3:28])[N:23]=2)=[CH:19][C:20]=1[CH3:21]. The catalyst class is: 25. (6) Reactant: [CH:1]1([C:4]2[CH:5]=[N:6][C:7]([NH:17][C:18]3[CH:26]=[CH:25][CH:24]=[C:23]4[C:19]=3[CH:20]=[CH:21][N:22]4[CH:27]([CH3:29])[CH3:28])=[C:8]([CH:16]=2)[C:9]([O:11]C(C)(C)C)=[O:10])[CH2:3][CH2:2]1.[OH-].[Na+]. Product: [CH:1]1([C:4]2[CH:5]=[N:6][C:7]([NH:17][C:18]3[CH:26]=[CH:25][CH:24]=[C:23]4[C:19]=3[CH:20]=[CH:21][N:22]4[CH:27]([CH3:29])[CH3:28])=[C:8]([CH:16]=2)[C:9]([OH:11])=[O:10])[CH2:2][CH2:3]1. The catalyst class is: 111. (7) Reactant: CN(C=O)C.[CH3:6][O:7][C:8]1[CH:9]=[C:10]([C:16]2[N:21]=[C:20]([C:22]([N:24]3[CH2:29][CH2:28][N:27]([C:30]4[CH:35]=[CH:34][C:33]([OH:36])=[CH:32][CH:31]=4)[CH2:26][CH2:25]3)=[O:23])[CH:19]=[CH:18][CH:17]=2)[CH:11]=[CH:12][C:13]=1[O:14][CH3:15].Cl[CH2:38][C:39]1[CH:44]=[CH:43][N+:42]([O-:45])=[CH:41][CH:40]=1.C(=O)([O-])[O-].[Cs+].[Cs+]. Product: [CH3:6][O:7][C:8]1[CH:9]=[C:10]([C:16]2[N:21]=[C:20]([C:22]([N:24]3[CH2:25][CH2:26][N:27]([C:30]4[CH:31]=[CH:32][C:33]([O:36][CH2:38][C:39]5[CH:44]=[CH:43][N+:42]([O-:45])=[CH:41][CH:40]=5)=[CH:34][CH:35]=4)[CH2:28][CH2:29]3)=[O:23])[CH:19]=[CH:18][CH:17]=2)[CH:11]=[CH:12][C:13]=1[O:14][CH3:15]. The catalyst class is: 6.